This data is from Full USPTO retrosynthesis dataset with 1.9M reactions from patents (1976-2016). The task is: Predict the reactants needed to synthesize the given product. (1) Given the product [NH2:25][C:21]1[C:20]([C:16]2[N:17]([CH2:18][CH3:19])[C:10]3[CH:9]=[C:8]([C:4]4[CH:5]=[CH:6][CH:7]=[C:2]([NH2:1])[CH:3]=4)[N:13]=[C:12]([C:30]#[C:29][C:27]([CH3:31])([OH:26])[CH3:28])[C:11]=3[N:15]=2)=[N:24][O:23][N:22]=1, predict the reactants needed to synthesize it. The reactants are: [NH2:1][C:2]1[CH:3]=[C:4]([C:8]2[N:13]=[C:12](Cl)[C:11]3[N:15]=[C:16]([C:20]4[C:21]([NH2:25])=[N:22][O:23][N:24]=4)[N:17]([CH2:18][CH3:19])[C:10]=3[CH:9]=2)[CH:5]=[CH:6][CH:7]=1.[OH:26][C:27]([CH3:31])([C:29]#[CH:30])[CH3:28].C(N(CC)CC)C. (2) The reactants are: [Cl:1][C:2]1[C:10]2[C:6](=[N:7][O:8][N:9]=2)[C:5]([S:11](Cl)(=[O:13])=[O:12])=[CH:4][CH:3]=1.[NH2:15][C:16]1[CH:17]=[C:18]([C:22]2[NH:26][N:25]=[N:24][N:23]=2)[CH:19]=[CH:20][CH:21]=1. Given the product [Cl:1][C:2]1[C:10]2=[N:9][O:8][N:7]=[C:6]2[C:5]([S:11]([NH:15][C:16]2[CH:21]=[CH:20][CH:19]=[C:18]([C:22]3[NH:26][N:25]=[N:24][N:23]=3)[CH:17]=2)(=[O:13])=[O:12])=[CH:4][CH:3]=1, predict the reactants needed to synthesize it. (3) Given the product [F:23][C:22]([F:25])([F:24])[C:20]([C:7]1[C:6]2[C:10](=[C:2]([F:1])[CH:3]=[CH:4][C:5]=2[O:15][C:16]([F:19])([F:17])[F:18])[N:9]([CH2:11][CH2:12][O:13][CH3:14])[CH:8]=1)=[O:21], predict the reactants needed to synthesize it. The reactants are: [F:1][C:2]1[CH:3]=[CH:4][C:5]([O:15][C:16]([F:19])([F:18])[F:17])=[C:6]2[C:10]=1[N:9]([CH2:11][CH2:12][O:13][CH3:14])[CH:8]=[CH:7]2.[C:20](O[C:20]([C:22]([F:25])([F:24])[F:23])=[O:21])([C:22]([F:25])([F:24])[F:23])=[O:21]. (4) Given the product [OH:9][C:8]1[C:7]([O:11][CH3:12])=[CH:6][C:5]([CH:13]2[CH:22]3[C:23](=[O:24])[O:25][CH2:26][CH:21]3[CH:20]([OH:27])[C:19]3[C:14]2=[CH:15][C:16]2[O:30][CH2:29][O:28][C:17]=2[CH:18]=3)=[CH:4][C:3]=1[O:2][CH3:1], predict the reactants needed to synthesize it. The reactants are: [CH3:1][O:2][C:3]1[CH:4]=[C:5]([C@H:13]2[C@H:22]3[C:23]([O:25][CH2:26][C@@H:21]3[C@@H:20]([OH:27])[C:19]3[CH:18]=[C:17]4[O:28][CH2:29][O:30][C:16]4=[CH:15][C:14]2=3)=[O:24])[CH:6]=[C:7]([O:11][CH3:12])[C:8]=1[O:9]C.CSC.CS(O)(=O)=O. (5) Given the product [CH:30]1([C:33]2[C:34]([O:43][C@@H:44]3[CH2:49][CH2:48][CH2:47][N:46]([C@@H:50]([C:52]4[CH:57]=[CH:56][C:55]([F:58])=[CH:54][CH:53]=4)[CH3:51])[CH2:45]3)=[CH:35][C:36]([F:42])=[C:37]([CH:41]=2)[C:38]([NH:70][S:67]([CH:64]2[CH2:66][CH2:65]2)(=[O:69])=[O:68])=[O:40])[CH2:31][CH2:32]1, predict the reactants needed to synthesize it. The reactants are: C1(C2C(O[C@@H]3CCCN(CC4C=CC(Cl)=C(Cl)C=4)C3)=CC(F)=C(C=2)C(O)=O)CC1.[CH:30]1([C:33]2[C:34]([O:43][C@@H:44]3[CH2:49][CH2:48][CH2:47][N:46]([C@@H:50]([C:52]4[CH:57]=[CH:56][C:55]([F:58])=[CH:54][CH:53]=4)[CH3:51])[CH2:45]3)=[CH:35][C:36]([F:42])=[C:37]([CH:41]=2)[C:38]([OH:40])=O)[CH2:32][CH2:31]1.CS(N)(=O)=O.[CH:64]1([S:67]([NH2:70])(=[O:69])=[O:68])[CH2:66][CH2:65]1. (6) Given the product [C:17]1([C:7]2([C:1]3[CH:6]=[CH:5][CH:4]=[CH:3][CH:2]=3)[CH:11]3[CH2:12][N:13]([CH:37]4[CH2:36][CH2:35][N:34]([CH2:27][C:28]5[CH:33]=[CH:32][CH:31]=[CH:30][CH:29]=5)[CH2:39][CH2:38]4)[CH2:14][CH2:15][N:10]3[C:9](=[O:16])[O:8]2)[CH:18]=[CH:19][CH:20]=[CH:21][CH:22]=1, predict the reactants needed to synthesize it. The reactants are: [C:1]1([C:7]2([C:17]3[CH:22]=[CH:21][CH:20]=[CH:19][CH:18]=3)[CH:11]3[CH2:12][NH:13][CH2:14][CH2:15][N:10]3[C:9](=[O:16])[O:8]2)[CH:6]=[CH:5][CH:4]=[CH:3][CH:2]=1.C(O)(=O)C.[CH2:27]([N:34]1[CH2:39][CH2:38][C:37](=O)[CH2:36][CH2:35]1)[C:28]1[CH:33]=[CH:32][CH:31]=[CH:30][CH:29]=1.C(O[BH-](OC(=O)C)OC(=O)C)(=O)C.[Na+]. (7) Given the product [O:32]=[C:27]1[CH2:31][CH2:30][C@@H:29]([C:9]2[CH:8]=[C:7]([CH:12]=[C:11]([C:13]([F:14])([F:15])[F:16])[CH:10]=2)[O:6][CH2:5][C:4]([O:3][CH2:1][CH3:2])=[O:26])[CH2:28]1, predict the reactants needed to synthesize it. The reactants are: [CH2:1]([O:3][C:4](=[O:26])[CH2:5][O:6][C:7]1[CH:12]=[C:11]([C:13]([F:16])([F:15])[F:14])[CH:10]=[C:9](B2OC(C)(C)C(C)(C)O2)[CH:8]=1)[CH3:2].[C:27]1(=[O:32])[CH2:31][CH2:30][CH:29]=[CH:28]1. (8) Given the product [F:2][C:3]1[C:4]([F:19])=[CH:5][C:6]2[N:15]=[C:14]([N:16]3[CH2:33][CH2:34][NH:29][C@@H:30]([CH2:35][CH2:36][OH:37])[CH2:31]3)[C:13]3[CH:12]=[C:11]([CH3:17])[S:10][C:9]=3[NH:8][C:7]=2[CH:18]=1, predict the reactants needed to synthesize it. The reactants are: Cl.[F:2][C:3]1[C:4]([F:19])=[CH:5][C:6]2[N:15]=[C:14]([NH2:16])[C:13]3[CH:12]=[C:11]([CH3:17])[S:10][C:9]=3[NH:8][C:7]=2[CH:18]=1.C(N(CC)C(C)C)(C)C.[NH:29]1[CH2:34][CH2:33]N[CH2:31][C@@H:30]1[CH2:35][CH2:36][OH:37]. (9) Given the product [CH2:26]([S:28]([OH:31])(=[O:30])=[O:29])[CH3:27].[CH3:1][N:2]([CH2:9][CH2:10][O:11][C:12]1[CH:25]=[CH:24][C:15]([CH2:16][CH:17]2[S:21][C:20](=[O:22])[NH:19][C:18]2=[O:23])=[CH:14][CH:13]=1)[C:3]1[CH:8]=[CH:7][CH:6]=[CH:5][N:4]=1, predict the reactants needed to synthesize it. The reactants are: [CH3:1][N:2]([CH2:9][CH2:10][O:11][C:12]1[CH:25]=[CH:24][C:15]([CH2:16][CH:17]2[S:21][C:20](=[O:22])[NH:19][C:18]2=[O:23])=[CH:14][CH:13]=1)[C:3]1[CH:8]=[CH:7][CH:6]=[CH:5][N:4]=1.[CH2:26]([S:28]([OH:31])(=[O:30])=[O:29])[CH3:27]. (10) Given the product [NH2:30][C:27]1[CH:28]=[CH:29][C:24]([C:23]([N:22]([CH2:34][C:35]([O:37][C:38]([CH3:39])([CH3:40])[CH3:41])=[O:36])[CH2:21][C:20]2[CH:19]=[CH:18][C:17]([C:14]3[N:13]=[C:12]([NH:11][S:8]([C:5]4[CH:6]=[CH:7][C:2]([CH3:1])=[CH:3][CH:4]=4)(=[O:10])=[O:9])[O:16][N:15]=3)=[CH:43][CH:42]=2)=[O:33])=[CH:25][CH:26]=1, predict the reactants needed to synthesize it. The reactants are: [CH3:1][C:2]1[CH:7]=[CH:6][C:5]([S:8]([NH:11][C:12]2[O:16][N:15]=[C:14]([C:17]3[CH:43]=[CH:42][C:20]([CH2:21][N:22]([CH2:34][C:35]([O:37][C:38]([CH3:41])([CH3:40])[CH3:39])=[O:36])[C:23](=[O:33])[C:24]4[CH:29]=[CH:28][C:27]([N+:30]([O-])=O)=[CH:26][CH:25]=4)=[CH:19][CH:18]=3)[N:13]=2)(=[O:10])=[O:9])=[CH:4][CH:3]=1.O.S(S([O-])=O)([O-])=O.[Na+].[Na+].